This data is from Full USPTO retrosynthesis dataset with 1.9M reactions from patents (1976-2016). The task is: Predict the reactants needed to synthesize the given product. Given the product [Br:21][C:22]1[CH:27]=[CH:26][CH:25]=[CH:24][C:23]=1[S:28][C:2]1([C:8]([O:10][CH3:11])=[O:9])[CH2:7][CH2:6][CH2:5][CH2:4][CH2:3]1, predict the reactants needed to synthesize it. The reactants are: Br[C:2]1([C:8]([O:10][CH3:11])=[O:9])[CH2:7][CH2:6][CH2:5][CH2:4][CH2:3]1.C(N(C(C)C)CC)(C)C.[Br:21][C:22]1[CH:27]=[CH:26][CH:25]=[CH:24][C:23]=1[SH:28].